From a dataset of Experimentally validated miRNA-target interactions with 360,000+ pairs, plus equal number of negative samples. Binary Classification. Given a miRNA mature sequence and a target amino acid sequence, predict their likelihood of interaction. (1) The miRNA is mmu-miR-1966-5p with sequence AAGGGAGCUGGCUCAGGAGAGAGUC. The protein sequence of the target gene is MRLLTRRAGHGAATLALRVIHMQRVPVLRLPAILDMERKIPSRESPRRLSAKPGRGTEMKKLARPLGVVAADSDKDSGFSDGSSECLSSAEQMESEDMLSALGCKREDKRRQPSKAADTALPTLPPMVVMKSVLVKQGSSSSQLQSWTVQPSFEVISAQPQLFVLHPPVPSPVSSCQTGEKKSESRNYLPILNSYTKIAPHPGKRGLNSEDRGTSGVSKKLCTERPGPSLSSSEPAKTGRVLSSPSTPAPPSSKLTEDSTLQGVPSLGAGGSPQTLQPVSSSHVAKAPSLTLASPASPVC.... Result: 0 (no interaction). (2) The miRNA is mmu-miR-3102-3p with sequence GAGCACCCCAUUGGCUACCCACA. The protein sequence of the target gene is MSGESGQPEAGPSHAGLDWPNPERNRAGVPGGVIRRAGSQGPRSWIQKVLEQIMDSPRQCVTPSEVVPVTVLAVQRYLLEDEPRDTVPKPPLYCYDVTISDGVYQEKCYLDPSLNSLVYQNILKVGIQMRISRVSCLYNEKRIGQGILCIDNVHCGETSDSISLETPFRNRAHQEKPERPLRGGKSHYLALWNNEDPYGDIWLTDKQPEEHNFSDTKIISLSHLEMTWTNRRNFPALLVRILHKSKLRYYGKPDKKMIEPYQTFLEVADSSGTVSVIMWNALCPEWYKSLRVGLVLLLQD.... Result: 0 (no interaction). (3) The miRNA is hsa-miR-3926 with sequence UGGCCAAAAAGCAGGCAGAGA. The protein sequence of the target gene is MSNPFLKQVFNKDKTFRPKRKFEPGTQRFELHKKAQASLNAGLDLRLAVQLPPGEDLNDWVAVHVVDFFNRVNLIYGTISDGCTEQSCPVMSGGPKYEYRWQDEHKFRKPTALSAPRYMDLLMDWIEAQINNEDLFPTNVGTPFPKNFLQTVRKILSRLFRVFVHVYIHHFDRIAQMGSEAHVNTCYKHFYYFVKEFGLIDTKELEPLKEMTARMCH. Result: 1 (interaction). (4) The miRNA is hsa-miR-219a-2-3p with sequence AGAAUUGUGGCUGGACAUCUGU. The protein sequence of the target gene is MRRAELAGLKTMAWVPAESAVEELMPRLLPVEPCDLTEGFDPSVPPRTPQEYLRRVQIEAAQCPDVVVAQIDPKKLKRKQSVNISLSGCQPAPEGYSPTLQWQQQQVAQFSTVRQNVNKHRSHWKSQQLDSNVTMPKSEDEEGWKKFCLGEKLCADGAVGPATNESPGIDYVQIGFPPLLSIVSRMNQATVTSVLEYLSNWFGERDFTPELGRWLYALLACLEKPLLPEAHSLIRQLARRCSEVRLLVDSKDDERVPALNLLICLVSRYFDQRDLADEPS. Result: 1 (interaction). (5) The miRNA is hsa-miR-1306-3p with sequence ACGUUGGCUCUGGUGGUG. The protein sequence of the target gene is MAEAEGSSLLLLPPPPPPPRMAEVEAPTAAETDMKQYQGSGGVAMDVERSRFPYCVVWTPIPVLTWFFPIIGHMGICTSTGVIRDFAGPYFVSEDNMAFGKPAKYWKLDPAQVYASGPNAWDTAVHDASEEYKHRMHNLCCDNCHSHVALALNLMRYNNSTNWNMVTLCFFCLLYGKYVSVGAFVKTWLPFILLLGIILTVSLVFNLR. Result: 0 (no interaction). (6) The protein sequence of the target gene is MGRGWGFLFGLLGAVWLLSSGHGEEQPPETAAQRCFCQVSGYLDDCTCDVETIDRFNNYRLFPRLQKLLESDYFRYYKVNLKRPCPFWNDISQCGRRDCAVKPCQSDEVPDGIKSASYKYSEEANNLIEECEQAERLGAVDESLSEETQKAVLQWTKHDDSSDNFCEADDIQSPEAEYVDLLLNPERYTGYKGPDAWKIWNVIYEENCFKPQTIKRPLNPLASGQGTSEENTFYSWLEGLCVEKRAFYRLISGLHASINVHLSARYLLQETWLEKKWGHNITEFQQRFDGILTEGEGPRR.... The miRNA is hsa-miR-5000-3p with sequence UCAGGACACUUCUGAACUUGGA. Result: 0 (no interaction).